The task is: Predict the product of the given reaction.. This data is from Forward reaction prediction with 1.9M reactions from USPTO patents (1976-2016). Given the reactants CN(C(ON1N=NC2C=CC=CC1=2)=[N+](C)C)C.[B-](F)(F)(F)F.[CH3:23][C:24]1[CH:25]=[CH:26][C:27]([N:33]2[N:37]=[CH:36][CH:35]=[N:34]2)=[C:28]([CH:32]=1)[C:29]([OH:31])=O.CCN(C(C)C)C(C)C.Cl.[NH:48]1[CH2:51][CH2:50][C@H:49]1[C:52]([O:54][CH3:55])=[O:53], predict the reaction product. The product is: [CH3:55][O:54][C:52]([C@@H:49]1[CH2:50][CH2:51][N:48]1[C:29](=[O:31])[C:28]1[CH:32]=[C:24]([CH3:23])[CH:25]=[CH:26][C:27]=1[N:33]1[N:37]=[CH:36][CH:35]=[N:34]1)=[O:53].